From a dataset of Forward reaction prediction with 1.9M reactions from USPTO patents (1976-2016). Predict the product of the given reaction. (1) Given the reactants [N+:1]([C:4]1[CH:5]=[C:6]([NH:10]/[N:11]=[CH:12]/[CH2:13][CH3:14])[CH:7]=[CH:8][CH:9]=1)([O-:3])=[O:2].C1(C)C=CC=CC=1.CC1C2C(=CC=CC=2[N+]([O-])=O)NC=1.CC1C2C(=CC([N+]([O-])=O)=CC=2)NC=1, predict the reaction product. The product is: [N+:1]([C:4]1[CH:5]=[C:6]([NH:10][N:11]=[CH:12][CH2:13][CH3:14])[CH:7]=[CH:8][CH:9]=1)([O-:3])=[O:2]. (2) Given the reactants Cl[C:2]1[C:7]([Cl:8])=[CH:6][C:5]([C:9]([F:12])([F:11])[F:10])=[CH:4][N:3]=1.[Cl:13][C:14]1[CH:15]=[C:16]([CH:22]=[CH:23][C:24]=1[S:25](=[O:40])(=[O:39])[NH:26][CH2:27][C:28]1[CH:29]=[C:30]2[C:34](=[CH:35][CH:36]=1)[N:33]([CH2:37][CH3:38])[N:32]=[CH:31]2)[C:17]([O:19][CH2:20][CH3:21])=[O:18], predict the reaction product. The product is: [Cl:13][C:14]1[CH:15]=[C:16]([CH:22]=[CH:23][C:24]=1[S:25](=[O:39])(=[O:40])[N:26]([C:2]1[C:7]([Cl:8])=[CH:6][C:5]([C:9]([F:12])([F:11])[F:10])=[CH:4][N:3]=1)[CH2:27][C:28]1[CH:29]=[C:30]2[C:34](=[CH:35][CH:36]=1)[N:33]([CH2:37][CH3:38])[N:32]=[CH:31]2)[C:17]([O:19][CH2:20][CH3:21])=[O:18].